Dataset: Full USPTO retrosynthesis dataset with 1.9M reactions from patents (1976-2016). Task: Predict the reactants needed to synthesize the given product. (1) Given the product [O:22]=[S:18]1(=[O:23])[CH2:19][CH2:20][CH2:21][N:17]1[CH2:16][C:9]12[CH2:15][CH:13]3[CH2:12][CH:11]([CH2:10]1)[C:7]([C:2](=[O:3])[CH3:1])([CH2:14]3)[CH2:8]2, predict the reactants needed to synthesize it. The reactants are: [CH3:1][C:2]1([C:7]23[CH2:14][CH:13]4[CH2:15][C:9]([CH2:16][N:17]5[CH2:21][CH2:20][CH2:19][S:18]5(=[O:23])=[O:22])([CH2:10][CH:11]2[CH2:12]4)[CH2:8]3)OCC[O:3]1.C1(C)C=CC(S(O)(=O)=O)=CC=1. (2) Given the product [NH2:29][C:12]1[CH:11]=[CH:10][C:9]([C:1](=[O:8])[C:2]2[CH:7]=[CH:6][CH:5]=[CH:4][CH:3]=2)=[CH:28][C:13]=1[CH2:14][NH:15][CH2:16][CH2:17][C:18]([N:20]([CH:22]1[CH2:23][CH2:24][CH2:25][CH2:26][CH2:27]1)[CH3:21])=[O:19], predict the reactants needed to synthesize it. The reactants are: [C:1]([C:9]1[CH:10]=[CH:11][C:12]([N+:29]([O-])=O)=[C:13]([CH:28]=1)[CH2:14][NH:15][CH2:16][CH2:17][C:18]([N:20]([CH:22]1[CH2:27][CH2:26][CH2:25][CH2:24][CH2:23]1)[CH3:21])=[O:19])(=[O:8])[C:2]1[CH:7]=[CH:6][CH:5]=[CH:4][CH:3]=1.S1C=CC=C1. (3) Given the product [N:29]1[CH:30]=[CH:31][CH:32]=[C:33]([CH2:25][N:12]2[C:13]3[C:18](=[CH:17][CH:16]=[CH:15][CH:14]=3)[C:10]3([C:7]4[CH:8]=[CH:9][C:4]([O:3][C:2]([F:1])([F:22])[F:23])=[CH:5][C:6]=4[O:21][CH2:20]3)[C:11]2=[O:19])[CH:28]=1, predict the reactants needed to synthesize it. The reactants are: [F:1][C:2]([F:23])([F:22])[O:3][C:4]1[CH:9]=[CH:8][C:7]2[C:10]3([CH2:20][O:21][C:6]=2[CH:5]=1)[C:18]1[C:13](=[CH:14][CH:15]=[CH:16][CH:17]=1)[NH:12][C:11]3=[O:19].Br[C:25]1[CH:33]=[CH:32][CH:31]=[C:30]2C=1C1(C3=CC4OCOC=4C=C3OC1)[C:28](=O)[NH:29]2.Br.BrCC1C=NC=CC=1.BrCC1OC(C(F)(F)F)=CC=1.